This data is from NCI-60 drug combinations with 297,098 pairs across 59 cell lines. The task is: Regression. Given two drug SMILES strings and cell line genomic features, predict the synergy score measuring deviation from expected non-interaction effect. (1) Drug 1: CN(CC1=CN=C2C(=N1)C(=NC(=N2)N)N)C3=CC=C(C=C3)C(=O)NC(CCC(=O)O)C(=O)O. Drug 2: C1=NC2=C(N1)C(=S)N=CN2. Cell line: NCIH23. Synergy scores: CSS=60.1, Synergy_ZIP=-7.29, Synergy_Bliss=-5.32, Synergy_Loewe=-2.63, Synergy_HSA=0.214. (2) Drug 1: COC1=CC(=CC(=C1O)OC)C2C3C(COC3=O)C(C4=CC5=C(C=C24)OCO5)OC6C(C(C7C(O6)COC(O7)C8=CC=CS8)O)O. Drug 2: CNC(=O)C1=NC=CC(=C1)OC2=CC=C(C=C2)NC(=O)NC3=CC(=C(C=C3)Cl)C(F)(F)F. Cell line: M14. Synergy scores: CSS=43.6, Synergy_ZIP=1.17, Synergy_Bliss=-0.150, Synergy_Loewe=-10.5, Synergy_HSA=1.75. (3) Drug 1: CS(=O)(=O)C1=CC(=C(C=C1)C(=O)NC2=CC(=C(C=C2)Cl)C3=CC=CC=N3)Cl. Drug 2: CC1OCC2C(O1)C(C(C(O2)OC3C4COC(=O)C4C(C5=CC6=C(C=C35)OCO6)C7=CC(=C(C(=C7)OC)O)OC)O)O. Cell line: SNB-75. Synergy scores: CSS=38.2, Synergy_ZIP=7.55, Synergy_Bliss=10.4, Synergy_Loewe=-18.4, Synergy_HSA=8.48. (4) Drug 1: COC1=CC(=CC(=C1O)OC)C2C3C(COC3=O)C(C4=CC5=C(C=C24)OCO5)OC6C(C(C7C(O6)COC(O7)C8=CC=CS8)O)O. Drug 2: C1=CC=C(C(=C1)C(C2=CC=C(C=C2)Cl)C(Cl)Cl)Cl. Cell line: SR. Synergy scores: CSS=58.2, Synergy_ZIP=1.72, Synergy_Bliss=0.539, Synergy_Loewe=-28.3, Synergy_HSA=0.695. (5) Drug 1: CC1C(C(CC(O1)OC2CC(CC3=C2C(=C4C(=C3O)C(=O)C5=C(C4=O)C(=CC=C5)OC)O)(C(=O)CO)O)N)O.Cl. Drug 2: C1=NC2=C(N1)C(=S)N=C(N2)N. Cell line: SK-MEL-28. Synergy scores: CSS=14.8, Synergy_ZIP=-6.88, Synergy_Bliss=-3.13, Synergy_Loewe=-2.56, Synergy_HSA=-2.11. (6) Drug 1: CC1=C(C(=CC=C1)Cl)NC(=O)C2=CN=C(S2)NC3=CC(=NC(=N3)C)N4CCN(CC4)CCO. Drug 2: CCN(CC)CCNC(=O)C1=C(NC(=C1C)C=C2C3=C(C=CC(=C3)F)NC2=O)C. Cell line: HOP-62. Synergy scores: CSS=-2.39, Synergy_ZIP=-1.01, Synergy_Bliss=-0.908, Synergy_Loewe=-5.82, Synergy_HSA=-4.22. (7) Drug 1: CC1=C(C(CCC1)(C)C)C=CC(=CC=CC(=CC(=O)O)C)C. Drug 2: N.N.Cl[Pt+2]Cl. Cell line: M14. Synergy scores: CSS=21.3, Synergy_ZIP=-5.66, Synergy_Bliss=-1.87, Synergy_Loewe=-12.4, Synergy_HSA=-3.43. (8) Drug 1: C1=NC2=C(N1)C(=S)N=CN2. Drug 2: CC1CCC2CC(C(=CC=CC=CC(CC(C(=O)C(C(C(=CC(C(=O)CC(OC(=O)C3CCCCN3C(=O)C(=O)C1(O2)O)C(C)CC4CCC(C(C4)OC)O)C)C)O)OC)C)C)C)OC. Cell line: HOP-92. Synergy scores: CSS=13.0, Synergy_ZIP=-5.63, Synergy_Bliss=-5.22, Synergy_Loewe=-4.59, Synergy_HSA=-4.49. (9) Drug 1: C1=NC2=C(N1)C(=S)N=CN2. Drug 2: N.N.Cl[Pt+2]Cl. Cell line: DU-145. Synergy scores: CSS=52.4, Synergy_ZIP=-3.86, Synergy_Bliss=-7.88, Synergy_Loewe=-11.2, Synergy_HSA=-3.38.